Dataset: Full USPTO retrosynthesis dataset with 1.9M reactions from patents (1976-2016). Task: Predict the reactants needed to synthesize the given product. (1) Given the product [CH3:18][O:19][C:20](=[O:23])[CH2:21][NH:22][CH2:13][C:12]1[CH:15]=[CH:16][C:9]([O:8][CH2:1][C:2]2[CH:7]=[CH:6][CH:5]=[CH:4][CH:3]=2)=[CH:10][CH:11]=1, predict the reactants needed to synthesize it. The reactants are: [CH2:1]([O:8][C:9]1[CH:16]=[CH:15][C:12]([CH:13]=O)=[CH:11][CH:10]=1)[C:2]1[CH:7]=[CH:6][CH:5]=[CH:4][CH:3]=1.Cl.[CH3:18][O:19][C:20](=[O:23])[CH2:21][NH2:22].C(N(CC)CC)C. (2) Given the product [CH3:1][O:2][C:3](=[O:12])[C:4]1[C:9]([Br:13])=[C:8]([NH2:10])[CH:7]=[CH:6][C:5]=1[Cl:11], predict the reactants needed to synthesize it. The reactants are: [CH3:1][O:2][C:3](=[O:12])[C:4]1[CH:9]=[C:8]([NH2:10])[CH:7]=[CH:6][C:5]=1[Cl:11].[Br-:13].[Br-].[Br-].C([N+](CCCC)(CCCC)CCCC)CCC.C([N+](CCCC)(CCCC)CCCC)CCC.C([N+](CCCC)(CCCC)CCCC)CCC.S([O-])([O-])(=O)=S.[Na+].[Na+]. (3) Given the product [CH3:14][C:15]1[C:20]([S:5][Si:4]([CH:1]([CH3:3])[CH3:2])([CH:6]([CH3:8])[CH3:7])[CH:9]([CH3:11])[CH3:10])=[CH:19][CH:18]=[CH:17][C:16]=1[N:22]1[C:26](=[O:27])[N:25]([CH3:28])[N:24]=[N:23]1, predict the reactants needed to synthesize it. The reactants are: [CH:1]([Si:4]([CH:9]([CH3:11])[CH3:10])([CH:6]([CH3:8])[CH3:7])[SH:5])([CH3:3])[CH3:2].[H-].[Na+].[CH3:14][C:15]1[C:20](Br)=[CH:19][CH:18]=[CH:17][C:16]=1[N:22]1[C:26](=[O:27])[N:25]([CH3:28])[N:24]=[N:23]1. (4) Given the product [CH3:1][O:2][C:3]1[N:4]=[C:5]([CH2:14][C:15]([O:17][C:18]([CH3:21])([CH3:20])[CH3:19])=[O:16])[C:6]([N+:10]([O-:12])=[O:11])=[CH:7][C:8]=1[CH3:9], predict the reactants needed to synthesize it. The reactants are: [CH3:1][O:2][C:3]1[C:8]([CH3:9])=[CH:7][C:6]([N+:10]([O-:12])=[O:11])=[CH:5][N:4]=1.Cl[CH2:14][C:15]([O:17][C:18]([CH3:21])([CH3:20])[CH3:19])=[O:16].CC(C)([O-])C.[K+]. (5) Given the product [NH2:16][C:10]1[O:11][CH2:12][C:13]([F:14])([F:15])[C@:8]([C:6]2[CH:7]=[C:2]([NH:1][C:26]([C:23]3[CH:22]=[CH:21][C:20]([F:19])=[CH:25][N:24]=3)=[O:27])[CH:3]=[CH:4][C:5]=2[F:18])([CH3:17])[N:9]=1, predict the reactants needed to synthesize it. The reactants are: [NH2:1][C:2]1[CH:3]=[CH:4][C:5]([F:18])=[C:6]([C@:8]2([CH3:17])[C:13]([F:15])([F:14])[CH2:12][O:11][C:10]([NH2:16])=[N:9]2)[CH:7]=1.[F:19][C:20]1[CH:21]=[CH:22][C:23]([C:26](O)=[O:27])=[N:24][CH:25]=1. (6) Given the product [C:13]([OH:1])(=[O:20])[C:14]1[CH:19]=[CH:18][CH:17]=[N:16][CH:15]=1, predict the reactants needed to synthesize it. The reactants are: [OH:1]N1C(=O)C2=CC=CC=C2C1=O.[CH:13](=[O:20])[C:14]1[CH:19]=[CH:18][CH:17]=[N:16][CH:15]=1.N1C=CC=C(C)C=1.